From a dataset of Full USPTO retrosynthesis dataset with 1.9M reactions from patents (1976-2016). Predict the reactants needed to synthesize the given product. Given the product [C:1]1([CH2:7][S:8]([O:11][C:12]2[CH:13]=[CH:14][C:15](/[CH:18]=[C:25]3/[C:26](=[O:33])[NH:27][C:28]4[C:24]/3=[CH:23][C:22]([O:21][CH3:20])=[C:30]([O:31][CH3:32])[CH:29]=4)=[CH:16][CH:17]=2)(=[O:9])=[O:10])[CH:2]=[CH:3][CH:4]=[CH:5][CH:6]=1, predict the reactants needed to synthesize it. The reactants are: [C:1]1([CH2:7][S:8]([O:11][C:12]2[CH:17]=[CH:16][C:15]([CH:18]=O)=[CH:14][CH:13]=2)(=[O:10])=[O:9])[CH:6]=[CH:5][CH:4]=[CH:3][CH:2]=1.[CH3:20][O:21][C:22]1[CH:23]=[C:24]2[C:28](=[CH:29][C:30]=1[O:31][CH3:32])[NH:27][C:26](=[O:33])[CH2:25]2.N1CCCCC1.